From a dataset of Reaction yield outcomes from USPTO patents with 853,638 reactions. Predict the reaction yield, written as a fraction of the theoretical maximum amount of product (1.0 means a 100% yield; for example, 0.34 means a 34% yield). (1) The reactants are [Cl:1][CH2:2][CH2:3][CH2:4][O:5][C:6]1[CH:15]=[C:14]2[C:9]([C:10]([NH:16][C:17]3[NH:21][N:20]=[C:19]([CH2:22][C:23]([O:25]C)=[O:24])[CH:18]=3)=[N:11][CH:12]=[N:13]2)=[CH:8][C:7]=1[O:27][CH3:28].O.[OH-].[Li+].Cl. The catalyst is O1CCCC1. The product is [Cl:1][CH2:2][CH2:3][CH2:4][O:5][C:6]1[CH:15]=[C:14]2[C:9]([C:10]([NH:16][C:17]3[NH:21][N:20]=[C:19]([CH2:22][C:23]([OH:25])=[O:24])[CH:18]=3)=[N:11][CH:12]=[N:13]2)=[CH:8][C:7]=1[O:27][CH3:28]. The yield is 0.750. (2) The reactants are [SH3+].[Br-].[CH2:3]([S+]1CCCC1)[C:4]1[CH:9]=[CH:8][CH:7]=[CH:6][CH:5]=1.[Br:15][C:16]1[CH:21]=[CH:20][C:19](/[CH:22]=[CH:23]/[C:24]([O:26][CH3:27])=[O:25])=[CH:18][CH:17]=1.[Li+].C[Si]([N-][Si](C)(C)C)(C)C. The catalyst is C(Cl)Cl. The product is [Br:15][C:16]1[CH:17]=[CH:18][C:19]([C@@H:22]2[C@@H:3]([C:4]3[CH:5]=[CH:6][CH:7]=[CH:8][CH:9]=3)[C@H:23]2[C:24]([O:26][CH3:27])=[O:25])=[CH:20][CH:21]=1. The yield is 0.200. (3) The reactants are [F:1][C:2]([F:7])([F:6])[C:3]([OH:5])=[O:4].[CH2:8]([S:10]([N:13]1[CH2:18][CH2:17][CH:16]([C:19]2[C:27]3[C:22](=[C:23]([C:43]([NH2:45])=[O:44])[CH:24]=[C:25]([C:28]4[CH:32]=[C:31]([CH2:33][N:34]([CH3:42])[CH:35]5CC[N:38](C)[CH2:37][CH2:36]5)[S:30][CH:29]=4)[CH:26]=3)[NH:21][CH:20]=2)[CH2:15][CH2:14]1)(=[O:12])=[O:11])[CH3:9].CNC1CCN(C)CC1. No catalyst specified. The product is [F:1][C:2]([F:7])([F:6])[C:3]([OH:5])=[O:4].[C:37]([CH2:36][CH2:35][N:34]([CH2:33][C:31]1[S:30][CH:29]=[C:28]([C:25]2[CH:26]=[C:27]3[C:22](=[C:23]([C:43]([NH2:45])=[O:44])[CH:24]=2)[NH:21][CH:20]=[C:19]3[CH:16]2[CH2:17][CH2:18][N:13]([S:10]([CH2:8][CH3:9])(=[O:11])=[O:12])[CH2:14][CH2:15]2)[CH:32]=1)[CH3:42])#[N:38]. The yield is 0.425. (4) The reactants are Br[C:2]1[CH:10]=[CH:9][C:5]([N:6]([CH3:8])[CH3:7])=[CH:4][CH:3]=1.[CH3:11][O:12][C:13]1[CH:18]=[CH:17][C:16]([N:19]2[CH2:24][CH2:23][N:22]([C:25]3[C:26]([CH3:39])=[C:27]([CH3:38])[C:28]4[O:32][C:31]([CH3:34])([CH3:33])[C:30](=[O:35])[C:29]=4[C:36]=3[CH3:37])[CH2:21][CH2:20]2)=[CH:15][CH:14]=1. The catalyst is C(OCC)(=O)C.CCCCCC. The product is [CH3:11][O:12][C:13]1[CH:14]=[CH:15][C:16]([N:19]2[CH2:20][CH2:21][N:22]([C:25]3[C:26]([CH3:39])=[C:27]([CH3:38])[C:28]4[O:32][C:31]([CH3:34])([CH3:33])[C:30]([C:2]5[CH:10]=[CH:9][C:5]([N:6]([CH3:8])[CH3:7])=[CH:4][CH:3]=5)([OH:35])[C:29]=4[C:36]=3[CH3:37])[CH2:23][CH2:24]2)=[CH:17][CH:18]=1. The yield is 0.730. (5) The reactants are Cl.[CH3:2][O:3][C:4](=[O:24])[CH2:5][C@H:6]1[CH2:11][CH2:10][C@H:9]([C:12]2[CH:17]=[CH:16][C:15]([NH:18][C:19](=[O:23])[CH2:20][CH2:21][NH2:22])=[CH:14][CH:13]=2)[CH2:8][CH2:7]1.CCN=C=NCCCN(C)C.[F:36][C:37]1[CH:42]=[CH:41][CH:40]=[CH:39][C:38]=1[C:43]1[O:44][C:45]([C:51]([F:54])([F:53])[F:52])=[C:46]([C:48](O)=[O:49])[N:47]=1.C1C=CC2N(O)N=NC=2C=1.C(N(C(C)C)C(C)C)C. The catalyst is ClCCl.C([O-])(O)=O.[Na+]. The product is [CH3:2][O:3][C:4](=[O:24])[CH2:5][C@H:6]1[CH2:7][CH2:8][C@H:9]([C:12]2[CH:13]=[CH:14][C:15]([NH:18][C:19](=[O:23])[CH2:20][CH2:21][NH:22][C:48]([C:46]3[N:47]=[C:43]([C:38]4[CH:39]=[CH:40][CH:41]=[CH:42][C:37]=4[F:36])[O:44][C:45]=3[C:51]([F:54])([F:53])[F:52])=[O:49])=[CH:16][CH:17]=2)[CH2:10][CH2:11]1. The yield is 0.900.